This data is from Forward reaction prediction with 1.9M reactions from USPTO patents (1976-2016). The task is: Predict the product of the given reaction. (1) Given the reactants [I:1][C:2]1[S:6][C:5]([C:7]([O:9][CH3:10])=[O:8])=[C:4]([NH:11][C:12]([C@H:14]2[CH2:19][CH2:18][C@H:17]([CH3:20])[CH2:16][CH2:15]2)=[O:13])[CH:3]=1.[H-].[Na+].FC(F)(F)S(O[CH2:29][C:30]([F:33])([F:32])[F:31])(=O)=O.C(O)(=O)CC(CC(O)=O)(C(O)=O)O, predict the reaction product. The product is: [I:1][C:2]1[S:6][C:5]([C:7]([O:9][CH3:10])=[O:8])=[C:4]([N:11]([C:12]([C@H:14]2[CH2:15][CH2:16][C@H:17]([CH3:20])[CH2:18][CH2:19]2)=[O:13])[CH2:29][C:30]([F:33])([F:32])[F:31])[CH:3]=1. (2) The product is: [CH3:21][C:2]1[CH:3]=[C:4]2[C:9](=[N:10][CH:11]=1)[N:8]=[C:7]([C:12]([F:15])([F:14])[F:13])[C:6]([C:16]([O:18][CH2:19][CH3:20])=[O:17])=[CH:5]2. Given the reactants Br[C:2]1[CH:3]=[C:4]2[C:9](=[N:10][CH:11]=1)[N:8]=[C:7]([C:12]([F:15])([F:14])[F:13])[C:6]([C:16]([O:18][CH2:19][CH3:20])=[O:17])=[CH:5]2.[CH3:21]B(O)O, predict the reaction product. (3) Given the reactants C[O:2][C:3](=[O:29])/[CH:4]=[CH:5]/[C:6]1[CH:7]=[C:8]2[C:25](=[CH:26][CH:27]=1)[O:24][C:11]1([CH2:16][CH2:15][N:14]([C:17](OC(C)(C)C)=O)[CH2:13][CH2:12]1)[CH2:10][C:9]2=[O:28].[F:30][C:31]1[CH:32]=[C:33]2[C:37](=[CH:38][CH:39]=1)[NH:36][CH:35]=[CH:34]2.[OH-].[Na+], predict the reaction product. The product is: [F:30][C:31]1[CH:32]=[C:33]2[C:37](=[CH:38][CH:39]=1)[NH:36][CH:35]=[C:34]2[CH2:17][N:14]1[CH2:15][CH2:16][C:11]2([CH2:10][C:9](=[O:28])[C:8]3[C:25](=[CH:26][CH:27]=[C:6](/[CH:5]=[CH:4]/[C:3]([OH:2])=[O:29])[CH:7]=3)[O:24]2)[CH2:12][CH2:13]1. (4) Given the reactants [CH2:1]([O:4][CH2:5][C:6]1[C:14]([O:15][CH3:16])=[CH:13][CH:12]=[CH:11][C:7]=1[C:8]([OH:10])=[O:9])[CH:2]=[CH2:3].[F:17][C:18]1[C:23](O)=[C:22]([F:25])[C:21]([F:26])=[C:20]([F:27])[C:19]=1[F:28].C1CCC(N=C=NC2CCCCC2)CC1.CCCCCC, predict the reaction product. The product is: [CH2:1]([O:4][CH2:5][C:6]1[C:14]([O:15][CH3:16])=[CH:13][CH:12]=[CH:11][C:7]=1[C:8]([O:10][C:23]1[C:22]([F:25])=[C:21]([F:26])[C:20]([F:27])=[C:19]([F:28])[C:18]=1[F:17])=[O:9])[CH:2]=[CH2:3]. (5) Given the reactants Br[C:2]1[CH:3]=[C:4]2[C:8](=[CH:9][CH:10]=1)[N:7]([CH3:11])[N:6]=[C:5]2[N:12]1[CH2:17][CH2:16][N:15]([CH3:18])[CH2:14][CH2:13]1.C(Cl)Cl.CC(O)=O.CC([O-])=O.[K+].Br[C:32]1[S:33][C:34]2[C:40]([C:41]3[CH:46]=[CH:45][C:44]([Cl:47])=[CH:43][CH:42]=3)=[C:39]([C@H:48]([O:54][C:55]([CH3:58])([CH3:57])[CH3:56])[C:49]([O:51]CC)=[O:50])[C:38]([CH3:59])=[CH:37][C:35]=2[N:36]=1.C([O-])([O-])=O.[K+].[K+].[OH-].[Na+], predict the reaction product. The product is: [C:55]([O:54][C@@H:48]([C:39]1[C:38]([CH3:59])=[CH:37][C:35]2[N:36]=[C:32]([C:2]3[CH:3]=[C:4]4[C:8](=[CH:9][CH:10]=3)[N:7]([CH3:11])[N:6]=[C:5]4[N:12]3[CH2:17][CH2:16][N:15]([CH3:18])[CH2:14][CH2:13]3)[S:33][C:34]=2[C:40]=1[C:41]1[CH:42]=[CH:43][C:44]([Cl:47])=[CH:45][CH:46]=1)[C:49]([OH:51])=[O:50])([CH3:58])([CH3:56])[CH3:57]. (6) Given the reactants [O:1]=[C:2]1[N:11]([NH:12][S:13]([CH3:16])(=[O:15])=[O:14])[C:10](=[O:17])[C:9]2[C:4](=[CH:5][C:6]([C:23]([F:26])([F:25])[F:24])=[C:7]([C@H:18]3[CH2:22][CH2:21][CH2:20][O:19]3)[CH:8]=2)[NH:3]1.Cl[C:28]([O:30][CH3:31])=[O:29], predict the reaction product. The product is: [CH3:31][O:30][C:28](=[O:29])[N:12]([S:13]([CH3:16])(=[O:15])=[O:14])[N:11]1[C:10](=[O:17])[C:9]2[C:4](=[CH:5][C:6]([C:23]([F:25])([F:26])[F:24])=[C:7]([C@H:18]3[CH2:22][CH2:21][CH2:20][O:19]3)[CH:8]=2)[NH:3][C:2]1=[O:1].